From a dataset of Reaction yield outcomes from USPTO patents with 853,638 reactions. Predict the reaction yield, written as a fraction of the theoretical maximum amount of product (1.0 means a 100% yield; for example, 0.34 means a 34% yield). (1) The reactants are [F:1][C:2]1([F:12])[O:6][C:5]2[CH:7]=[CH:8][CH:9]=[C:10]([NH2:11])[C:4]=2[O:3]1.[C:13]([O:17][C:18](=[O:26])[N:19]([CH2:23][CH2:24]Cl)[CH2:20][CH2:21]Cl)([CH3:16])([CH3:15])[CH3:14].[H-].[Na+]. The catalyst is CN(C=O)C. The product is [C:13]([O:17][C:18]([N:19]1[CH2:23][CH2:24][N:11]([C:10]2[C:4]3[O:3][C:2]([F:1])([F:12])[O:6][C:5]=3[CH:7]=[CH:8][CH:9]=2)[CH2:21][CH2:20]1)=[O:26])([CH3:16])([CH3:15])[CH3:14]. The yield is 0.220. (2) The reactants are [Cl:1][C:2]1[CH:7]=[C:6](Cl)[N:5]=[C:4]([NH2:9])[N:3]=1.[CH3:10][O-:11].[Na+]. The catalyst is CO. The product is [Cl:1][C:2]1[CH:7]=[C:6]([O:11][CH3:10])[N:5]=[C:4]([NH2:9])[N:3]=1. The yield is 0.900. (3) The reactants are [CH3:1][CH2:2][C:3]1[CH2:22][N:20]2[CH2:21][C@@H:5]([CH2:6][C@:7]([C:56]([O:58][CH3:59])=[O:57])([C:23]3[CH:24]=[C:25]4[C@:33]56[C@@H:37]7[C@:38]([CH2:53][CH3:54])([C@@H:42]([O:49][C:50]([CH3:52])=[O:51])[C@:43]([OH:48])([C:44]([O:46][CH3:47])=[O:45])[C@@H:32]5[N:31]([CH3:55])[C:26]4=[CH:27][C:28]=3[O:29][CH3:30])[CH:39]=[CH:40][CH2:41][N:36]7[CH2:35][CH2:34]6)[C:8]3[NH:16][C:15]4[CH:14]=[CH:13][C:12]([CH3:17])=[CH:11][C:10]=4[C:9]=3[CH2:18][CH2:19]2)[CH:4]=1.Cl.C(C[OH:66])(F)(F)F.[BH4-].[Na+]. The catalyst is O.O.O.O.O.O.O.C([O-])(=O)C([O-])=O.[Fe+3].C([O-])(=O)C([O-])=O.C([O-])(=O)C([O-])=O.[Fe+3].CCOC(C)=O.CO.CCN(CC)CC. The product is [CH3:1][CH2:2][C@@:3]1([OH:66])[CH2:22][N:20]2[CH2:21][C@@H:5]([CH2:6][C@:7]([C:56]([O:58][CH3:59])=[O:57])([C:23]3[CH:24]=[C:25]4[C@:33]56[C@@H:37]7[C@:38]([CH2:53][CH3:54])([C@@H:42]([O:49][C:50]([CH3:52])=[O:51])[C@:43]([OH:48])([C:44]([O:46][CH3:47])=[O:45])[C@@H:32]5[N:31]([CH3:55])[C:26]4=[CH:27][C:28]=3[O:29][CH3:30])[CH:39]=[CH:40][CH2:41][N:36]7[CH2:35][CH2:34]6)[C:8]3[NH:16][C:15]4[CH:14]=[CH:13][C:12]([CH3:17])=[CH:11][C:10]=4[C:9]=3[CH2:18][CH2:19]2)[CH2:4]1. The yield is 0.400.